This data is from Forward reaction prediction with 1.9M reactions from USPTO patents (1976-2016). The task is: Predict the product of the given reaction. (1) Given the reactants [Br:1][C:2]1[CH:7]=[C:6]([F:8])[CH:5]=[CH:4][C:3]=1[CH:9]1[C:14]([C:15]([O:17][CH2:18][CH3:19])=[O:16])=[C:13]([CH2:20][N:21]2[CH2:26][CH2:25][O:24][C@H:23]([CH2:27][OH:28])[CH2:22]2)[NH:12][C:11]([C:29]2[S:30][CH:31]=[CH:32][N:33]=2)=[N:10]1.C(OC([NH:41][C@@H:42]([CH:46]([CH3:48])[CH3:47])[C:43](O)=[O:44])=O)(C)(C)C, predict the reaction product. The product is: [NH2:41][C@@H:42]([CH:46]([CH3:48])[CH3:47])[C:43]([O:28][CH2:27][C@@H:23]1[CH2:22][N:21]([CH2:20][C:13]2[NH:12][C:11]([C:29]3[S:30][CH:31]=[CH:32][N:33]=3)=[N:10][CH:9]([C:3]3[CH:4]=[CH:5][C:6]([F:8])=[CH:7][C:2]=3[Br:1])[C:14]=2[C:15]([O:17][CH2:18][CH3:19])=[O:16])[CH2:26][CH2:25][O:24]1)=[O:44]. (2) Given the reactants [CH2:1]([O:3][C:4](=[O:19])[CH:5]([O:16][CH2:17][CH3:18])[CH2:6][C:7]1[CH:12]=[CH:11][C:10]([OH:13])=[C:9]([O:14][CH3:15])[CH:8]=1)[CH3:2].[C:20]1([C:26]2[O:27][C:28]([CH3:34])=[C:29]([CH2:31][CH2:32]O)[N:30]=2)[CH:25]=[CH:24][CH:23]=[CH:22][CH:21]=1.C1(P(C2C=CC=CC=2)C2C=CC=CC=2)C=CC=CC=1.N(C(OC(C)(C)C)=O)=NC(OC(C)(C)C)=O, predict the reaction product. The product is: [CH2:1]([O:3][C:4](=[O:19])[CH:5]([O:16][CH2:17][CH3:18])[CH2:6][C:7]1[CH:12]=[CH:11][C:10]([O:13][CH2:32][CH2:31][C:29]2[N:30]=[C:26]([C:20]3[CH:25]=[CH:24][CH:23]=[CH:22][CH:21]=3)[O:27][C:28]=2[CH3:34])=[C:9]([O:14][CH3:15])[CH:8]=1)[CH3:2]. (3) Given the reactants [CH:1](=[O:8])[C:2]1[CH:7]=[CH:6][CH:5]=[CH:4][CH:3]=1.[CH:9]([Mg]Br)=[CH2:10], predict the reaction product. The product is: [C:2]1([CH:1]([OH:8])[CH:9]=[CH2:10])[CH:7]=[CH:6][CH:5]=[CH:4][CH:3]=1.